From a dataset of Full USPTO retrosynthesis dataset with 1.9M reactions from patents (1976-2016). Predict the reactants needed to synthesize the given product. (1) Given the product [C:1](=[O:16])([O:2][C:3]1[CH:8]=[CH:7][C:6]([F:9])=[C:5]([C:25]([C:27]2[CH:28]=[C:29]3[C:34](=[CH:35][CH:36]=2)[N:33]=[CH:32][CH:31]=[N:30]3)=[O:26])[C:4]=1[F:14])[O:15][C:20]([CH3:19])([CH3:21])[CH3:38], predict the reactants needed to synthesize it. The reactants are: [C:1](=[O:16])([O-:15])[O:2][C:3]1[CH:8]=[CH:7][C:6]([F:9])=[C:5](C(C)(C)C)[C:4]=1[F:14].[Li]C[CH2:19][CH2:20][CH3:21].CON(C)[C:25]([C:27]1[CH:28]=[C:29]2[C:34](=[CH:35][CH:36]=1)[N:33]=[CH:32][CH:31]=[N:30]2)=[O:26].[CH2:38]1COCC1. (2) Given the product [N:28]1[CH:29]=[CH:30][CH:31]=[C:26]([NH:25][C:24]([N:14]2[CH2:13][CH2:12][N:11]([CH2:10][C:8]3[CH:7]=[CH:6][C:5]4[O:1][CH2:2][O:3][C:4]=4[CH:9]=3)[CH2:16][CH2:15]2)=[O:23])[CH:27]=1, predict the reactants needed to synthesize it. The reactants are: [O:1]1[C:5]2[CH:6]=[CH:7][C:8]([CH2:10][N:11]3[CH2:16][CH2:15][NH:14][CH2:13][CH2:12]3)=[CH:9][C:4]=2[O:3][CH2:2]1.C1([O:23][C:24](=O)[NH:25][C:26]2[CH:27]=[N:28][CH:29]=[CH:30][CH:31]=2)C=CC=CC=1.